This data is from Catalyst prediction with 721,799 reactions and 888 catalyst types from USPTO. The task is: Predict which catalyst facilitates the given reaction. (1) Reactant: C(N(CC)CC)C.[Br:8][C:9]1[CH:14]=[CH:13][C:12]([C:15]#[CH:16])=[CH:11][CH:10]=1.I[C:18]1[C:23]([OH:24])=[CH:22][CH:21]=[CH:20][N:19]=1.O. Product: [Br:8][C:9]1[CH:14]=[CH:13][C:12]([C:15]2[O:24][C:23]3[C:18](=[N:19][CH:20]=[CH:21][CH:22]=3)[CH:16]=2)=[CH:11][CH:10]=1. The catalyst class is: 538. (2) Reactant: NC1C2=CC=[C:10]([C@@:11]3(C#N)[C@H:15]([OH:16])[C@H](O)[C@@H:13](CO)[O:12]3)[N:6]2N=CN=1.COC(OC)(C)C.[C:29]1([CH3:39])[CH:34]=[CH:33][C:32]([S:35]([OH:38])(=[O:37])=[O:36])=[CH:31][CH:30]=1.C(OC(C)C)(=O)C. Product: [O:16]1[CH:15]=[C:11]([C:10]#[N:6])[O:12][CH2:13]1.[CH3:39][C:29]1[CH:34]=[CH:33][C:32]([S:35]([OH:38])(=[O:37])=[O:36])=[CH:31][CH:30]=1. The catalyst class is: 21. (3) Reactant: C([O:8][C:9]1[C:10](=[O:34])[N:11]([CH3:33])[C:12]([CH:28]2[CH2:32][CH2:31][CH2:30][CH2:29]2)=[N:13][C:14]=1[C:15]1[O:19][N:18]=[C:17]([CH2:20][C:21]2[CH:26]=[CH:25][C:24]([F:27])=[CH:23][CH:22]=2)[N:16]=1)C1C=CC=CC=1. Product: [CH:28]1([C:12]2[N:11]([CH3:33])[C:10](=[O:34])[C:9]([OH:8])=[C:14]([C:15]3[O:19][N:18]=[C:17]([CH2:20][C:21]4[CH:22]=[CH:23][C:24]([F:27])=[CH:25][CH:26]=4)[N:16]=3)[N:13]=2)[CH2:32][CH2:31][CH2:30][CH2:29]1. The catalyst class is: 67. (4) Reactant: [CH:1]1([CH2:6][C@@H:7]([C:20]([NH:22][NH:23][C:24]2[C:29]([F:30])=[C:28]([N:31]3[CH2:36][CH2:35][O:34][CH2:33][C@@H:32]3[CH3:37])[N:27]=[C:26]([CH3:38])[N:25]=2)=[O:21])[CH2:8][N:9]([O:12]CC2C=CC=CC=2)[CH:10]=[O:11])[CH2:5][CH2:4][CH2:3][CH2:2]1. Product: [CH:1]1([CH2:6][C@@H:7]([C:20]([NH:22][NH:23][C:24]2[C:29]([F:30])=[C:28]([N:31]3[CH2:36][CH2:35][O:34][CH2:33][C@@H:32]3[CH3:37])[N:27]=[C:26]([CH3:38])[N:25]=2)=[O:21])[CH2:8][N:9]([OH:12])[CH:10]=[O:11])[CH2:5][CH2:4][CH2:3][CH2:2]1. The catalyst class is: 105. (5) Reactant: [Cl:1][C:2]1[CH:3]=[C:4]([CH:11]=[CH:12][C:13]=1[Cl:14])[CH2:5][NH:6][CH:7]([CH3:10])[CH2:8][OH:9].O1[CH2:17][CH:16]1[CH2:18][N:19]1C(=O)C2C(=CC=CC=2)C1=O.S(=O)(=O)(O)O. Product: [Cl:1][C:2]1[CH:3]=[C:4]([CH:11]=[CH:12][C:13]=1[Cl:14])[CH2:5][N:6]1[C@H:7]([CH3:10])[CH2:8][O:9][C@H:16]([CH2:18][NH2:19])[CH2:17]1. The catalyst class is: 6. (6) Reactant: [CH:1]([NH:14][C:15](=[O:30])[O:16][CH:17]1[CH2:22][CH2:21][N:20](CC2C=CC=CC=2)[CH2:19][CH2:18]1)([C:8]1[CH:13]=[CH:12][CH:11]=[CH:10][CH:9]=1)[C:2]1[CH:7]=[CH:6][CH:5]=[CH:4][CH:3]=1.C(O)=O. Product: [CH:1]([NH:14][C:15](=[O:30])[O:16][CH:17]1[CH2:22][CH2:21][NH:20][CH2:19][CH2:18]1)([C:2]1[CH:7]=[CH:6][CH:5]=[CH:4][CH:3]=1)[C:8]1[CH:9]=[CH:10][CH:11]=[CH:12][CH:13]=1. The catalyst class is: 19.